This data is from Full USPTO retrosynthesis dataset with 1.9M reactions from patents (1976-2016). The task is: Predict the reactants needed to synthesize the given product. Given the product [ClH:1].[CH3:2][N:3]([CH3:16])[CH2:4][CH2:5][O:6][C:7]1[CH:12]=[CH:11][C:10]([NH2:13])=[CH:9][CH:8]=1, predict the reactants needed to synthesize it. The reactants are: [ClH:1].[CH3:2][N:3]([CH3:16])[CH2:4][CH2:5][O:6][C:7]1[CH:12]=[CH:11][C:10]([N+:13]([O-])=O)=[CH:9][CH:8]=1.